From a dataset of Full USPTO retrosynthesis dataset with 1.9M reactions from patents (1976-2016). Predict the reactants needed to synthesize the given product. (1) Given the product [CH3:14][CH:11]([N:6]1[CH2:10][CH2:9][CH2:8][CH2:7]1)/[CH:12]=[CH:1]\[CH3:2], predict the reactants needed to synthesize it. The reactants are: [CH:1](/[Mg]Br)=[CH:2]/C.[N:6]1([CH:11]([CH3:14])[C:12]#N)[CH2:10][CH2:9][CH2:8][CH2:7]1.O.C(O)(=O)C. (2) Given the product [CH3:27][O:28][C:29]1[CH:30]=[C:31]([NH:37][C:38]([NH:1][C:2]2[CH:3]=[CH:4][C:5]([O:12][CH:13]([C:20]3[CH:25]=[CH:24][CH:23]=[CH:22][C:21]=3[Cl:26])[C:14]3[CH:19]=[CH:18][CH:17]=[CH:16][CH:15]=3)=[C:6]([CH:11]=2)[C:7]([O:9][CH3:10])=[O:8])=[O:39])[CH:32]=[CH:33][C:34]=1[O:35][CH3:36], predict the reactants needed to synthesize it. The reactants are: [NH2:1][C:2]1[CH:3]=[CH:4][C:5]([O:12][CH:13]([C:20]2[CH:25]=[CH:24][CH:23]=[CH:22][C:21]=2[Cl:26])[C:14]2[CH:19]=[CH:18][CH:17]=[CH:16][CH:15]=2)=[C:6]([CH:11]=1)[C:7]([O:9][CH3:10])=[O:8].[CH3:27][O:28][C:29]1[CH:30]=[C:31]([N:37]=[C:38]=[O:39])[CH:32]=[CH:33][C:34]=1[O:35][CH3:36]. (3) Given the product [CH3:18][O:17][C:16]1[C:7]([C:5]2[N:6]=[C:2]([NH:1][C:19]([C:20]3[CH:28]=[CH:27][CH:26]=[CH:25][C:21]=3[C:22]([OH:24])=[O:23])=[O:29])[S:3][CH:4]=2)=[CH:8][C:9]2[C:14]([CH:15]=1)=[CH:13][CH:12]=[CH:11][CH:10]=2, predict the reactants needed to synthesize it. The reactants are: [NH2:1][C:2]1[S:3][CH:4]=[C:5]([C:7]2[C:16]([O:17][CH3:18])=[CH:15][C:14]3[C:9](=[CH:10][CH:11]=[CH:12][CH:13]=3)[CH:8]=2)[N:6]=1.[C:19]1(=[O:29])[O:24][C:22](=[O:23])[C:21]2=[CH:25][CH:26]=[CH:27][CH:28]=[C:20]12.